From a dataset of Catalyst prediction with 721,799 reactions and 888 catalyst types from USPTO. Predict which catalyst facilitates the given reaction. (1) Product: [CH:8]12[CH2:11][CH2:12][CH:1]([CH:10]=[CH:9]1)[CH:2]1[CH:7]2[CH:6]([OH:13])[CH:5]=[CH:4][CH:3]1[OH:14]. Reactant: [CH:1]12[CH2:12][CH2:11][CH:8]([CH:9]=[CH:10]1)[CH:7]1[CH:2]2[C:3](=[O:14])[CH:4]=[CH:5][C:6]1=[O:13].[BH4-].[Na+]. The catalyst class is: 5. (2) Reactant: [Cl:1][C:2]1[N:9]=[CH:8][C:7]([C:10]2[CH:15]=[CH:14][CH:13]=[CH:12][CH:11]=2)=[CH:6][C:3]=1[CH:4]=[O:5].[CH2:16]1N2CCN(CC2)[CH2:17]1.[C:24]([O-:28])(=[O:27])[CH:25]=[CH2:26]. Product: [Cl:1][C:2]1[C:3]([CH:4]([OH:5])[C:25](=[CH2:26])[C:24]([O:28][CH2:16][CH3:17])=[O:27])=[CH:6][C:7]([C:10]2[CH:11]=[CH:12][CH:13]=[CH:14][CH:15]=2)=[CH:8][N:9]=1. The catalyst class is: 27. (3) Reactant: [Br:1][C:2]1[CH:7]=[CH:6][C:5]([N:8]2[CH:12]=[C:11]([C:13](O)=[O:14])[N:10]=[C:9]2[C:16]2[CH:21]=[CH:20][C:19]([Cl:22])=[CH:18][C:17]=2[Cl:23])=[CH:4][CH:3]=1.C(N(C(C)C)CC)(C)C.F[P-](F)(F)(F)(F)F.N1(OC(N(C)C)=[N+](C)C)[C:44]2[CH:45]=[CH:46][CH:47]=C[C:43]=2[N:42]=[N:41]1.NN1CCCCC1. Product: [Br:1][C:2]1[CH:7]=[CH:6][C:5]([N:8]2[CH:12]=[C:11]([C:13]([NH:41][N:42]3[CH2:47][CH2:46][CH2:45][CH2:44][CH2:43]3)=[O:14])[N:10]=[C:9]2[C:16]2[CH:21]=[CH:20][C:19]([Cl:22])=[CH:18][C:17]=2[Cl:23])=[CH:4][CH:3]=1. The catalyst class is: 10. (4) Reactant: [F:1][C:2]1[CH:7]=[CH:6][C:5]([CH2:8][C:9]([N:11]2[CH2:15][CH:14]([N:16]3[CH2:21][CH2:20][O:19][CH2:18][CH2:17]3)[CH2:13][N:12]2[C:22]([C:24]2[CH:29]=[CH:28][N:27]=[C:26]([O:30][C:31]3[CH:36]=[CH:35][CH:34]=[CH:33][CH:32]=3)[N:25]=2)=O)=[O:10])=[CH:4][CH:3]=1.[H-].[Na+]. Product: [F:1][C:2]1[CH:3]=[CH:4][C:5]([C:8]2[C:9](=[O:10])[N:11]3[CH2:15][CH:14]([N:16]4[CH2:17][CH2:18][O:19][CH2:20][CH2:21]4)[CH2:13][N:12]3[C:22]=2[C:24]2[CH:29]=[CH:28][N:27]=[C:26]([O:30][C:31]3[CH:32]=[CH:33][CH:34]=[CH:35][CH:36]=3)[N:25]=2)=[CH:6][CH:7]=1. The catalyst class is: 3. (5) Reactant: C1C=C[NH+]=CC=1.C1C=C[NH+]=CC=1.[O-][Cr](O[Cr]([O-])(=O)=O)(=O)=O.[F:22][C:23]1[CH:28]=[CH:27][C:26]([CH:29]([C:31]2[C:40]([N+:41]([O-:43])=[O:42])=[C:39]3[C:34]([CH:35]=[CH:36][CH:37]=[N:38]3)=[CH:33][CH:32]=2)[OH:30])=[CH:25][CH:24]=1. Product: [F:22][C:23]1[CH:24]=[CH:25][C:26]([C:29]([C:31]2[C:40]([N+:41]([O-:43])=[O:42])=[C:39]3[C:34]([CH:35]=[CH:36][CH:37]=[N:38]3)=[CH:33][CH:32]=2)=[O:30])=[CH:27][CH:28]=1. The catalyst class is: 2.